Predict the product of the given reaction. From a dataset of Forward reaction prediction with 1.9M reactions from USPTO patents (1976-2016). (1) Given the reactants [F:1][C:2]1[CH:3]=[C:4]([C:13]2[CH:14]=[CH:15][C:16]([CH2:19]O)=[N:17][CH:18]=2)[CH:5]=[CH:6][C:7]=1[O:8][C:9]([F:12])([F:11])[F:10].C1(P(C2C=CC=CC=2)C2C=CC=CC=2)C=CC=CC=1.[Br:40]N1C(=O)CCC1=O, predict the reaction product. The product is: [Br:40][CH2:19][C:16]1[CH:15]=[CH:14][C:13]([C:4]2[CH:5]=[CH:6][C:7]([O:8][C:9]([F:12])([F:11])[F:10])=[C:2]([F:1])[CH:3]=2)=[CH:18][N:17]=1. (2) Given the reactants [CH2:1]([O:3][C:4](=[O:13])[C:5]1[CH:10]=[C:9]([OH:11])[CH:8]=[C:7]([OH:12])[CH:6]=1)[CH3:2].C(=O)([O-])[O-].[K+].[K+].[CH2:20](Br)[C:21]1[CH:26]=[CH:25][CH:24]=[CH:23][CH:22]=1.[K+].[Br-], predict the reaction product. The product is: [CH2:1]([O:3][C:4](=[O:13])[C:5]1[CH:10]=[C:9]([O:11][CH2:20][C:21]2[CH:26]=[CH:25][CH:24]=[CH:23][CH:22]=2)[CH:8]=[C:7]([O:12][CH2:4][C:5]2[CH:10]=[CH:9][CH:8]=[CH:7][CH:6]=2)[CH:6]=1)[CH3:2].